The task is: Predict which catalyst facilitates the given reaction.. This data is from Catalyst prediction with 721,799 reactions and 888 catalyst types from USPTO. Reactant: Cl.[Cl:2][C:3]1[CH:4]=[C:5]2[C:9](=[CH:10][CH:11]=1)[NH:8][CH:7]=[C:6]2[CH2:12][CH2:13][NH2:14].C1CN([P+](ON2N=NC3C=CC=CC2=3)(N2CCCC2)N2CCCC2)CC1.F[P-](F)(F)(F)(F)F.[C:48]([C:50]1[CH:55]=[CH:54][C:53]([N:56]2[CH2:60][CH2:59][CH:58]([C:61](O)=[O:62])[C:57]2=[O:64])=[CH:52][CH:51]=1)#[N:49]. Product: [Cl:2][C:3]1[CH:4]=[C:5]2[C:9](=[CH:10][CH:11]=1)[NH:8][CH:7]=[C:6]2[CH2:12][CH2:13][NH:14][C:61]([CH:58]1[CH2:59][CH2:60][N:56]([C:53]2[CH:54]=[CH:55][C:50]([C:48]#[N:49])=[CH:51][CH:52]=2)[C:57]1=[O:64])=[O:62]. The catalyst class is: 3.